Regression. Given two drug SMILES strings and cell line genomic features, predict the synergy score measuring deviation from expected non-interaction effect. From a dataset of NCI-60 drug combinations with 297,098 pairs across 59 cell lines. (1) Drug 1: CC1OCC2C(O1)C(C(C(O2)OC3C4COC(=O)C4C(C5=CC6=C(C=C35)OCO6)C7=CC(=C(C(=C7)OC)O)OC)O)O. Drug 2: CC1=C2C(C(=O)C3(C(CC4C(C3C(C(C2(C)C)(CC1OC(=O)C(C(C5=CC=CC=C5)NC(=O)C6=CC=CC=C6)O)O)OC(=O)C7=CC=CC=C7)(CO4)OC(=O)C)O)C)OC(=O)C. Cell line: SNB-19. Synergy scores: CSS=31.9, Synergy_ZIP=-13.0, Synergy_Bliss=-8.93, Synergy_Loewe=-11.4, Synergy_HSA=-3.78. (2) Drug 1: COC1=C(C=C2C(=C1)N=CN=C2NC3=CC(=C(C=C3)F)Cl)OCCCN4CCOCC4. Drug 2: CCN(CC)CCNC(=O)C1=C(NC(=C1C)C=C2C3=C(C=CC(=C3)F)NC2=O)C. Cell line: SN12C. Synergy scores: CSS=24.8, Synergy_ZIP=-5.48, Synergy_Bliss=-0.0575, Synergy_Loewe=1.69, Synergy_HSA=1.86. (3) Drug 2: C1C(C(OC1N2C=NC3=C2NC=NCC3O)CO)O. Cell line: SK-MEL-5. Drug 1: CS(=O)(=O)OCCCCOS(=O)(=O)C. Synergy scores: CSS=7.99, Synergy_ZIP=-3.07, Synergy_Bliss=-2.97, Synergy_Loewe=0.264, Synergy_HSA=-2.80. (4) Drug 1: CC1C(C(CC(O1)OC2CC(CC3=C2C(=C4C(=C3O)C(=O)C5=C(C4=O)C(=CC=C5)OC)O)(C(=O)CO)O)N)O.Cl. Drug 2: COC1=C2C(=CC3=C1OC=C3)C=CC(=O)O2. Cell line: KM12. Synergy scores: CSS=30.0, Synergy_ZIP=-6.98, Synergy_Bliss=-2.14, Synergy_Loewe=-38.5, Synergy_HSA=-1.02. (5) Drug 1: CN1C(=O)N2C=NC(=C2N=N1)C(=O)N. Drug 2: CN1C=C(C=N1)C2=C3N=C(C(=C(N3N=C2)N)Br)C4CCCNC4. Cell line: NCI-H460. Synergy scores: CSS=38.7, Synergy_ZIP=0.469, Synergy_Bliss=-0.824, Synergy_Loewe=-1.86, Synergy_HSA=1.51. (6) Drug 1: CCCS(=O)(=O)NC1=C(C(=C(C=C1)F)C(=O)C2=CNC3=C2C=C(C=N3)C4=CC=C(C=C4)Cl)F. Drug 2: C1=CC(=CC=C1CC(C(=O)O)N)N(CCCl)CCCl.Cl. Cell line: NCI-H460. Synergy scores: CSS=5.33, Synergy_ZIP=2.02, Synergy_Bliss=1.99, Synergy_Loewe=-15.0, Synergy_HSA=0.0647. (7) Drug 1: C(CC(=O)O)C(=O)CN.Cl. Drug 2: C1CN(CCN1C(=O)CCBr)C(=O)CCBr. Cell line: PC-3. Synergy scores: CSS=15.5, Synergy_ZIP=-5.17, Synergy_Bliss=5.71, Synergy_Loewe=2.65, Synergy_HSA=5.23. (8) Drug 1: C1CC(C1)(C(=O)O)C(=O)O.[NH2-].[NH2-].[Pt+2]. Drug 2: C1CN(P(=O)(OC1)NCCCl)CCCl. Cell line: CCRF-CEM. Synergy scores: CSS=65.2, Synergy_ZIP=-0.687, Synergy_Bliss=1.64, Synergy_Loewe=-27.2, Synergy_HSA=2.79. (9) Drug 1: CN(C)C1=NC(=NC(=N1)N(C)C)N(C)C. Drug 2: C1CN(CCN1C(=O)CCBr)C(=O)CCBr. Cell line: OVCAR-5. Synergy scores: CSS=7.66, Synergy_ZIP=-0.729, Synergy_Bliss=1.40, Synergy_Loewe=-6.87, Synergy_HSA=-3.66.